Dataset: Full USPTO retrosynthesis dataset with 1.9M reactions from patents (1976-2016). Task: Predict the reactants needed to synthesize the given product. Given the product [Cl:26][C:27]1[C:28]([C:7]2[CH:12]=[CH:11][C:10]([F:13])=[C:9]([NH:14][CH2:15][CH:16]3[CH2:21][O:20][CH2:19][C:18]([CH3:22])([CH3:23])[O:17]3)[N:8]=2)=[CH:29][C:30]([F:33])=[N:31][CH:32]=1, predict the reactants needed to synthesize it. The reactants are: FC(F)(F)S(O[C:7]1[CH:12]=[CH:11][C:10]([F:13])=[C:9]([NH:14][CH2:15][CH:16]2[CH2:21][O:20][CH2:19][C:18]([CH3:23])([CH3:22])[O:17]2)[N:8]=1)(=O)=O.[Cl:26][C:27]1[C:28](B(O)O)=[CH:29][C:30]([F:33])=[N:31][CH:32]=1.C(=O)([O-])[O-].[Na+].[Na+].